This data is from NCI-60 drug combinations with 297,098 pairs across 59 cell lines. The task is: Regression. Given two drug SMILES strings and cell line genomic features, predict the synergy score measuring deviation from expected non-interaction effect. Synergy scores: CSS=-7.46, Synergy_ZIP=3.92, Synergy_Bliss=0.818, Synergy_Loewe=-4.59, Synergy_HSA=-4.48. Drug 2: B(C(CC(C)C)NC(=O)C(CC1=CC=CC=C1)NC(=O)C2=NC=CN=C2)(O)O. Cell line: SK-MEL-28. Drug 1: C1CCN(CC1)CCOC2=CC=C(C=C2)C(=O)C3=C(SC4=C3C=CC(=C4)O)C5=CC=C(C=C5)O.